This data is from Catalyst prediction with 721,799 reactions and 888 catalyst types from USPTO. The task is: Predict which catalyst facilitates the given reaction. (1) Reactant: [Br:1][C:2]1[CH:3]=[CH:4][C:5]([CH2:9][OH:10])=[N:6][C:7]=1Cl.C([N:13]([CH2:16][CH3:17])[CH2:14]C)C.N1CCC1. Product: [N:13]1([C:7]2[N:6]=[C:5]([CH2:9][OH:10])[CH:4]=[CH:3][C:2]=2[Br:1])[CH2:14][CH2:17][CH2:16]1. The catalyst class is: 12. (2) Reactant: [CH:1](OC(N=NC(OC(C)C)=O)=O)(C)[CH3:2].C1(P(C2C=CC=CC=2)C2C=CC=CC=2)C=CC=CC=1.[Cl:34][C:35]1[CH:40]=[C:39]([O:41][CH2:42][CH:43]=[C:44]([Cl:46])[Cl:45])[CH:38]=[C:37]([Cl:47])[C:36]=1[CH2:48][OH:49].[OH:50][C:51]1[CH:56]=[CH:55][N:54]=[C:53]([C:57]([F:60])([F:59])[F:58])[CH:52]=1. Product: [Cl:34][C:35]1[CH:40]=[C:39]([O:41][CH2:42][CH:43]=[C:44]([Cl:46])[Cl:45])[CH:38]=[C:37]([Cl:47])[C:36]=1[CH2:48][O:49][CH2:1][CH2:2][O:50][C:51]1[CH:56]=[CH:55][N:54]=[C:53]([C:57]([F:60])([F:58])[F:59])[CH:52]=1. The catalyst class is: 11. (3) Reactant: Br[C:2]1[CH:3]=[C:4]([CH:7]=[CH:8][C:9]=1[O:10][CH2:11][CH2:12][O:13][Si:14]([C:17]([CH3:20])([CH3:19])[CH3:18])([CH3:16])[CH3:15])[CH:5]=[O:6].CC1(C)C(C)(C)OB([C:29]2[CH:34]=[CH:33][C:32]([S:35]([CH3:38])(=[O:37])=[O:36])=[CH:31][CH:30]=2)O1.C([O-])([O-])=O.[Na+].[Na+]. Product: [Si:14]([O:13][CH2:12][CH2:11][O:10][C:9]1[C:2]([C:29]2[CH:34]=[CH:33][C:32]([S:35]([CH3:38])(=[O:37])=[O:36])=[CH:31][CH:30]=2)=[CH:3][C:4]([CH:5]=[O:6])=[CH:7][CH:8]=1)([C:17]([CH3:20])([CH3:19])[CH3:18])([CH3:16])[CH3:15]. The catalyst class is: 73. (4) Reactant: [Cl:1][C:2]1[N:7]=[CH:6][C:5]2[C:8](=[O:30])[NH:9][N:10]([C:11]([C:24]3[CH:29]=[CH:28][CH:27]=[CH:26][CH:25]=3)([C:18]3[CH:23]=[CH:22][CH:21]=[CH:20][CH:19]=3)[C:12]3[CH:17]=[CH:16][CH:15]=[CH:14][CH:13]=3)[C:4]=2[CH:3]=1.Cl[C:32]([F:38])([F:37])C(OC)=O.C([O-])([O-])=O.[K+].[K+]. Product: [Cl:1][C:2]1[N:7]=[CH:6][C:5]2[C:8]([O:30][CH:32]([F:38])[F:37])=[N:9][N:10]([C:11]([C:18]3[CH:23]=[CH:22][CH:21]=[CH:20][CH:19]=3)([C:12]3[CH:13]=[CH:14][CH:15]=[CH:16][CH:17]=3)[C:24]3[CH:25]=[CH:26][CH:27]=[CH:28][CH:29]=3)[C:4]=2[CH:3]=1. The catalyst class is: 18. (5) Reactant: [NH2:1][C:2]1[CH:3]=[N:4][CH:5]=[CH:6][C:7]=1[N:8]1[CH2:13][C@H:12]([CH3:14])[CH2:11][C@H:10]([NH:15][C:16](=[O:22])[O:17][C:18]([CH3:21])([CH3:20])[CH3:19])[CH2:9]1.[C:23]([O:27][C:28]([NH:30][C:31]1[O:39][C:38]2[C:33](=[N:34][CH:35]=[C:36]([CH:40]=[CH2:41])[CH:37]=2)[C:32]=1[C:42](O)=[O:43])=[O:29])([CH3:26])([CH3:25])[CH3:24].CCN(C(C)C)C(C)C.CN(C(ON1N=NC2C=CC=NC1=2)=[N+](C)C)C.F[P-](F)(F)(F)(F)F. Product: [C:18]([O:17][C:16]([NH:15][C@H:10]1[CH2:11][C@@H:12]([CH3:14])[CH2:13][N:8]([C:7]2[CH:6]=[CH:5][N:4]=[CH:3][C:2]=2[NH:1][C:42]([C:32]2[C:33]3=[N:34][CH:35]=[C:36]([CH:40]=[CH2:41])[CH:37]=[C:38]3[O:39][C:31]=2[NH:30][C:28](=[O:29])[O:27][C:23]([CH3:26])([CH3:25])[CH3:24])=[O:43])[CH2:9]1)=[O:22])([CH3:21])([CH3:20])[CH3:19]. The catalyst class is: 26.